Task: Predict the reactants needed to synthesize the given product.. Dataset: Full USPTO retrosynthesis dataset with 1.9M reactions from patents (1976-2016) (1) Given the product [C:1]([O:5][C:6]([N:8]1[CH2:13][CH2:12][CH:11]([O:14][C:18]2[N:23]=[N:22][C:21]([CH:24]3[CH2:25][CH2:26][CH2:27]3)=[C:20]([C:28]3[CH:29]=[CH:30][C:31]([O:34][CH:35]4[CH2:40][CH2:39][CH2:38][CH2:37][CH2:36]4)=[CH:32][CH:33]=3)[CH:19]=2)[CH2:10][CH2:9]1)=[O:7])([CH3:4])([CH3:2])[CH3:3], predict the reactants needed to synthesize it. The reactants are: [C:1]([O:5][C:6]([N:8]1[CH2:13][CH2:12][CH:11]([OH:14])[CH2:10][CH2:9]1)=[O:7])([CH3:4])([CH3:3])[CH3:2].[H-].[Na+].Cl[C:18]1[N:23]=[N:22][C:21]([CH:24]2[CH2:27][CH2:26][CH2:25]2)=[C:20]([C:28]2[CH:33]=[CH:32][C:31]([O:34][CH:35]3[CH2:40][CH2:39][CH2:38][CH2:37][CH2:36]3)=[CH:30][CH:29]=2)[CH:19]=1. (2) Given the product [C:6]([O:10][C:11]([N:13]1[CH2:18][CH2:17][CH:16]([CH2:19][CH2:20][CH2:21][O:22][C:23]2[CH:28]=[CH:27][C:26]([P:31]([CH3:34])([CH3:33])=[O:32])=[C:25]([F:30])[CH:24]=2)[CH2:15][CH2:14]1)=[O:12])([CH3:9])([CH3:8])[CH3:7], predict the reactants needed to synthesize it. The reactants are: [Li]CCCC.[C:6]([O:10][C:11]([N:13]1[CH2:18][CH2:17][CH:16]([CH2:19][CH2:20][CH2:21][O:22][C:23]2[CH:28]=[CH:27][C:26](Br)=[C:25]([F:30])[CH:24]=2)[CH2:15][CH2:14]1)=[O:12])([CH3:9])([CH3:8])[CH3:7].[P:31](Cl)([CH3:34])([CH3:33])=[O:32].O.